This data is from Full USPTO retrosynthesis dataset with 1.9M reactions from patents (1976-2016). The task is: Predict the reactants needed to synthesize the given product. (1) Given the product [CH3:38][N:28]1[C:29](=[O:37])[C:30]([CH3:35])([CH3:36])[C:31](=[O:34])[N:32]([CH3:33])[C:26]2[CH:25]=[C:24]([O:23][CH2:22][CH2:21][CH2:20][N:19]([CH2:18][CH:17]([NH2:9])[CH3:1])[CH2:41][C:42]3[CH:43]=[CH:44][N:45]=[CH:46][CH:47]=3)[CH:40]=[CH:39][C:27]1=2, predict the reactants needed to synthesize it. The reactants are: [CH2:1](OC(=O)C)C.Cl.C[N:9]([CH2:17][CH2:18][N:19]([CH2:41][C:42]1[CH:47]=[CH:46][N:45]=[CH:44][CH:43]=1)[CH2:20][CH2:21][CH2:22][O:23][C:24]1[CH:40]=[CH:39][C:27]2[N:28]([CH3:38])[C:29](=[O:37])[C:30]([CH3:36])([CH3:35])[C:31](=[O:34])[N:32]([CH3:33])[C:26]=2[CH:25]=1)C(=O)OC(C)(C)C. (2) Given the product [CH2:6]([C:3]1([CH2:1][CH3:2])[CH:4]=[CH:18][C:13]2[CH:14]=[CH:15][CH:16]=[CH:17][C:12]=2[S:11][CH2:10]1)[CH2:7][CH2:8][CH3:9], predict the reactants needed to synthesize it. The reactants are: [CH2:1]([C:3]([CH2:10][S:11][C:12]1[CH:17]=[CH:16][CH:15]=[CH:14][C:13]=1[CH:18]=O)([CH:6]=[CH:7][CH2:8][CH3:9])[CH:4]=O)[CH3:2].Cl.C(Cl)Cl. (3) Given the product [CH2:1]([C:3]1[CH:4]=[C:5]2[N:11]=[CH:10][N:9]([CH2:12][C:13]3[CH:29]=[CH:28][C:16]4[N:17]=[C:18]([NH:20][C@@H:21]5[CH2:26][CH2:25][CH2:24][CH2:23][C@H:22]5[OH:27])[S:19][C:15]=4[CH:14]=3)[C:6]2=[N:7][CH:8]=1)[CH3:2], predict the reactants needed to synthesize it. The reactants are: [CH:1]([C:3]1[CH:4]=[C:5]2[N:11]=[CH:10][N:9]([CH2:12][C:13]3[CH:29]=[CH:28][C:16]4[N:17]=[C:18]([NH:20][C@@H:21]5[CH2:26][CH2:25][CH2:24][CH2:23][C@H:22]5[OH:27])[S:19][C:15]=4[CH:14]=3)[C:6]2=[N:7][CH:8]=1)=[CH2:2]. (4) Given the product [CH2:1]([O:3][P:4]([C:9]([C:12]1[CH:21]=[C:20]2[C:15]([CH:16]=[CH:17][C:18](/[CH:22]=[N:26]/[OH:27])=[N:19]2)=[CH:14][C:13]=1[Br:24])([F:11])[F:10])(=[O:8])[O:5][CH2:6][CH3:7])[CH3:2], predict the reactants needed to synthesize it. The reactants are: [CH2:1]([O:3][P:4]([C:9]([C:12]1[CH:21]=[C:20]2[C:15]([CH:16]=[CH:17][C:18]([CH:22]=O)=[N:19]2)=[CH:14][C:13]=1[Br:24])([F:11])[F:10])(=[O:8])[O:5][CH2:6][CH3:7])[CH3:2].Cl.[NH2:26][OH:27].C([O-])(=O)C.[Na+].C(=O)([O-])O.[Na+]. (5) The reactants are: [F:1][C:2]1[CH:3]=[C:4]([OH:10])[CH:5]=[CH:6][C:7]=1[O:8][CH3:9].Cl[C:12]1[N:13]=[C:14]([OH:22])[C:15]2[CH:21]=[CH:20][N:19]=[CH:18][C:16]=2[N:17]=1. Given the product [F:1][C:2]1[CH:3]=[C:4]([CH:5]=[CH:6][C:7]=1[O:8][CH3:9])[O:10][C:12]1[N:13]=[C:14]([OH:22])[C:15]2[CH:21]=[CH:20][N:19]=[CH:18][C:16]=2[N:17]=1, predict the reactants needed to synthesize it. (6) Given the product [OH:2][C:3]1[C:4]([C:13](=[O:19])[CH2:14][CH2:15][C:16]([OH:18])=[O:17])=[CH:5][C:6]2[CH2:7][CH2:8][CH2:9][CH2:10][C:11]=2[CH:12]=1, predict the reactants needed to synthesize it. The reactants are: C[O:2][C:3]1[CH:4]=[CH:5][C:6]2[CH2:7][CH2:8][CH2:9][CH2:10][C:11]=2[CH:12]=1.[C:13]1(=[O:19])[O:18][C:16](=[O:17])[CH2:15][CH2:14]1.[Cl-].[Al+3].[Cl-].[Cl-].Cl.